This data is from Catalyst prediction with 721,799 reactions and 888 catalyst types from USPTO. The task is: Predict which catalyst facilitates the given reaction. (1) Reactant: Br[C:2]1[N:7]=[C:6]([C:8]2[CH:13]=[CH:12][C:11]([CH:14]([CH3:16])[CH3:15])=[CH:10][CH:9]=2)[C:5]([N:17]2[CH2:22][CH2:21][N:20]([C:23]3[CH:28]=[CH:27][C:26]([CH3:29])=[CH:25][CH:24]=3)[CH2:19][CH2:18]2)=[CH:4][CH:3]=1.C([Li])CCC.CCCCCC.[CH3:41][C:42]([CH3:44])=[O:43]. Product: [CH3:16][CH:14]([C:11]1[CH:12]=[CH:13][C:8]([C:6]2[N:7]=[C:2]([C:42]([OH:43])([CH3:44])[CH3:41])[CH:3]=[CH:4][C:5]=2[N:17]2[CH2:18][CH2:19][N:20]([C:23]3[CH:24]=[CH:25][C:26]([CH3:29])=[CH:27][CH:28]=3)[CH2:21][CH2:22]2)=[CH:9][CH:10]=1)[CH3:15]. The catalyst class is: 90. (2) Product: [NH2:7][C:8]1[C:16]([Cl:17])=[CH:15][CH:14]=[CH:13][C:9]=1[CH2:10][OH:11]. The catalyst class is: 7. Reactant: B.O1CCCC1.[NH2:7][C:8]1[C:16]([Cl:17])=[CH:15][CH:14]=[CH:13][C:9]=1[C:10](O)=[O:11].[OH-].[Na+].